From a dataset of Forward reaction prediction with 1.9M reactions from USPTO patents (1976-2016). Predict the product of the given reaction. (1) Given the reactants [NH2:1][CH2:2][C:3]1[N:8]=[C:7]([N:9]([CH2:17][C:18]([O:20][C:21]([CH3:24])([CH3:23])[CH3:22])=[O:19])[C:10]([O:12][C:13]([CH3:16])([CH3:15])[CH3:14])=[O:11])[CH:6]=[CH:5][CH:4]=1.[N:25]1[CH:30]=[CH:29][CH:28]=[C:27]([S:31](Cl)(=[O:33])=[O:32])[CH:26]=1, predict the reaction product. The product is: [C:13]([O:12][C:10]([N:9]([CH2:17][C:18]([O:20][C:21]([CH3:24])([CH3:23])[CH3:22])=[O:19])[C:7]1[CH:6]=[CH:5][CH:4]=[C:3]([CH2:2][NH:1][S:31]([C:27]2[CH:26]=[N:25][CH:30]=[CH:29][CH:28]=2)(=[O:33])=[O:32])[N:8]=1)=[O:11])([CH3:16])([CH3:15])[CH3:14]. (2) Given the reactants [CH2:1]([O:8][C:9]1[CH:14]=[CH:13][C:12]([CH2:15][CH:16]([OH:22])[C:17]([O:19][CH2:20][CH3:21])=[O:18])=[CH:11][CH:10]=1)[C:2]1[CH:7]=[CH:6][CH:5]=[CH:4][CH:3]=1.[C:23]([C:25]1[CH:30]=[CH:29][C:28](O)=[CH:27][CH:26]=1)#[N:24].C1(P(C2C=CC=CC=2)C2C=CC=CC=2)C=CC=CC=1.CCOC(/N=N/C(OCC)=O)=O, predict the reaction product. The product is: [CH2:1]([O:8][C:9]1[CH:14]=[CH:13][C:12]([CH2:15][CH:16]([O:22][C:28]2[CH:29]=[CH:30][C:25]([C:23]#[N:24])=[CH:26][CH:27]=2)[C:17]([O:19][CH2:20][CH3:21])=[O:18])=[CH:11][CH:10]=1)[C:2]1[CH:7]=[CH:6][CH:5]=[CH:4][CH:3]=1.